Dataset: hERG Central: cardiac toxicity at 1µM, 10µM, and general inhibition. Task: Predict hERG channel inhibition at various concentrations. (1) The compound is COc1ccc(CNC(=O)CCc2ccc(S(=O)(=O)N3CCCCCC3)cc2)cc1. Results: hERG_inhib (hERG inhibition (general)): blocker. (2) The molecule is CC(=O)N1CCN(c2ccccc2NC(=O)c2ccc3ccccc3c2)CC1. Results: hERG_inhib (hERG inhibition (general)): blocker. (3) The drug is Cc1ccccc1-c1nc(CN2CCC(C(=O)NCc3cccs3)CC2)c(C)o1. Results: hERG_inhib (hERG inhibition (general)): blocker. (4) The molecule is CC(C)(CNC(=O)c1ccc(-c2cccc(C(F)(F)F)c2)o1)N1CCOCC1. Results: hERG_inhib (hERG inhibition (general)): blocker. (5) The drug is Cc1cccc(OCC(=O)Nc2ccc3c(c2)nc(CCN2CCC(C)CC2)n3C)c1. Results: hERG_inhib (hERG inhibition (general)): blocker.